From a dataset of Reaction yield outcomes from USPTO patents with 853,638 reactions. Predict the reaction yield, written as a fraction of the theoretical maximum amount of product (1.0 means a 100% yield; for example, 0.34 means a 34% yield). The reactants are [CH3:1][O:2][CH:3]1[CH2:8][CH2:7][CH:6]([C:9]([C:11]2[S:15][C:14]([NH2:16])=[N:13][C:12]=2[C:17]2[O:18][CH:19]=[CH:20][CH:21]=2)=[O:10])[CH2:5][CH2:4]1.[C:22](O)(=[O:29])[C:23]1[CH:28]=[CH:27][N:26]=[CH:25][CH:24]=1.CCN=C=NCCCN(C)C.Cl.O.ON1C2C=CC=CC=2N=N1. The catalyst is C1COCC1.O. The product is [O:18]1[CH:19]=[CH:20][CH:21]=[C:17]1[C:12]1[N:13]=[C:14]([NH:16][C:22]([C:23]2[CH:28]=[CH:27][N:26]=[CH:25][CH:24]=2)=[O:29])[S:15][C:11]=1[C:9]([CH:6]1[CH2:5][CH2:4][CH:3]([O:2][CH3:1])[CH2:8][CH2:7]1)=[O:10]. The yield is 0.850.